From a dataset of Reaction yield outcomes from USPTO patents with 853,638 reactions. Predict the reaction yield, written as a fraction of the theoretical maximum amount of product (1.0 means a 100% yield; for example, 0.34 means a 34% yield). (1) The catalyst is FC(F)(F)C(O)=O.C([O-])(O)=O.[Na+]. The yield is 0.820. The product is [F:21][C:19]1[CH:20]=[C:15]([S:14][C:12]2[CH:13]=[C:8]3[C:7]([NH:23][C:24]([NH:26][C:27]4[CH:32]=[CH:31][C:30]([N:33]5[CH2:38][CH2:37][N:36]([CH3:39])[CH2:35][CH2:34]5)=[CH:29][CH:28]=4)=[O:25])=[N:6][NH:5][C:9]3=[N:10][CH:11]=2)[CH:16]=[C:17]([F:22])[CH:18]=1. The reactants are C([N:5]1[C:9]2=[N:10][CH:11]=[C:12]([S:14][C:15]3[CH:20]=[C:19]([F:21])[CH:18]=[C:17]([F:22])[CH:16]=3)[CH:13]=[C:8]2[C:7]([NH:23][C:24]([NH:26][C:27]2[CH:32]=[CH:31][C:30]([N:33]3[CH2:38][CH2:37][N:36]([CH3:39])[CH2:35][CH2:34]3)=[CH:29][CH:28]=2)=[O:25])=[N:6]1)(C)(C)C. (2) The product is [NH2:3][CH2:4][CH2:5][S:6][S:7][CH2:8][CH2:9][NH:10][C:23](=[O:24])[O:22][C:19]([CH3:21])([CH3:20])[CH3:18]. The catalyst is CO. The reactants are Cl.Cl.[NH2:3][CH2:4][CH2:5][S:6][S:7][CH2:8][CH2:9][NH2:10].C(N(CC)CC)C.[CH3:18][C:19]([O:22][C:23](O[C:23]([O:22][C:19]([CH3:21])([CH3:20])[CH3:18])=[O:24])=[O:24])([CH3:21])[CH3:20]. The yield is 0.440.